Predict the product of the given reaction. From a dataset of Forward reaction prediction with 1.9M reactions from USPTO patents (1976-2016). (1) Given the reactants [Br:1][C:2]1[CH:3]=[C:4]2[C:8](=[CH:9][CH:10]=1)[C:7](=O)[CH2:6][CH2:5]2.Cl.[CH3:13][O:14][NH2:15], predict the reaction product. The product is: [CH3:13][O:14][N:15]=[C:7]1[C:8]2[C:4](=[CH:3][C:2]([Br:1])=[CH:10][CH:9]=2)[CH2:5][CH2:6]1. (2) Given the reactants [CH3:1][O:2][C:3](=[O:21])[C:4]1[CH:9]=[C:8]([NH:10][C:11](=[S:18])[C:12]2[CH:17]=[CH:16][CH:15]=[CH:14][CH:13]=2)[CH:7]=[CH:6][C:5]=1[O:19][CH3:20].[OH-].[Na+], predict the reaction product. The product is: [CH3:1][O:2][C:3]([C:4]1[C:5]([O:19][CH3:20])=[CH:6][C:7]2[S:18][C:11]([C:12]3[CH:17]=[CH:16][CH:15]=[CH:14][CH:13]=3)=[N:10][C:8]=2[CH:9]=1)=[O:21].